Dataset: Full USPTO retrosynthesis dataset with 1.9M reactions from patents (1976-2016). Task: Predict the reactants needed to synthesize the given product. (1) Given the product [F:1][C:2]1[CH:3]=[CH:4][C:5]([NH:8][C:9]([N:11]2[CH2:12][CH2:13][N:14]([CH2:27][C:18]3[CH:19]=[CH:20][C:21]4[C:26](=[CH:25][CH:24]=[CH:23][CH:22]=4)[CH:17]=3)[CH2:15][CH2:16]2)=[O:10])=[CH:6][CH:7]=1, predict the reactants needed to synthesize it. The reactants are: [F:1][C:2]1[CH:7]=[CH:6][C:5]([NH:8][C:9]([N:11]2[CH2:16][CH2:15][NH:14][CH2:13][CH2:12]2)=[O:10])=[CH:4][CH:3]=1.[CH:17]1[C:26]2[C:21](=[CH:22][CH:23]=[CH:24][CH:25]=2)[CH:20]=[CH:19][C:18]=1[CH:27]=O. (2) Given the product [F:1]/[C:2](=[C:8](/[C:10]1[CH:19]=[C:18]2[C:13]([C:14]([CH3:24])([CH3:23])[CH2:15][CH:16]=[C:17]2[CH:20]([CH3:22])[CH3:21])=[CH:12][C:11]=1[O:25][CH2:26][CH:27]1[CH2:29][CH2:28]1)\[CH3:9])/[CH2:3][OH:4], predict the reactants needed to synthesize it. The reactants are: [F:1]/[C:2](=[C:8](/[C:10]1[CH:19]=[C:18]2[C:13]([C:14]([CH3:24])([CH3:23])[CH2:15][CH:16]=[C:17]2[CH:20]([CH3:22])[CH3:21])=[CH:12][C:11]=1[O:25][CH2:26][CH:27]1[CH2:29][CH2:28]1)\[CH3:9])/[C:3](OCC)=[O:4].[H-].C([Al+]CC(C)C)C(C)C. (3) Given the product [CH:1]1([CH2:18][C:37]#[N:35])[CH2:5][CH2:4][CH:3]([CH2:6][C:7]#[N:32])[CH2:2]1, predict the reactants needed to synthesize it. The reactants are: [CH:1]1([CH2:18]C2C=C(C)C=CC=2S([O-])(=O)=O)[CH2:5][CH2:4][CH:3]([CH2:6][C:7]2C=C(C)C=CC=2S([O-])(=O)=O)[CH2:2]1.O.[C-]#[N:32].[Na+].C[N:35]([CH:37]=O)C. (4) Given the product [CH3:14][O:15][C:16](=[O:28])[CH2:17][C@H:18]1[C:22]2[CH:23]=[CH:24][C:25]([O:13][C@H:8]3[C:9]4[C:5](=[C:4]([CH:1]5[CH2:2][CH2:3]5)[CH:12]=[CH:11][CH:10]=4)[CH2:6][CH2:7]3)=[CH:26][C:21]=2[O:20][CH2:19]1, predict the reactants needed to synthesize it. The reactants are: [CH:1]1([C:4]2[CH:12]=[CH:11][CH:10]=[C:9]3[C:5]=2[CH2:6][CH2:7][C@@H:8]3[OH:13])[CH2:3][CH2:2]1.[CH3:14][O:15][C:16](=[O:28])[CH2:17][C@H:18]1[C:22]2[CH:23]=[CH:24][C:25](O)=[CH:26][C:21]=2[O:20][CH2:19]1. (5) Given the product [NH2:1][C:2]1[CH:7]=[C:6]([O:8][C:9]2[CH:14]=[CH:13][C:12]([NH:15][C:16]([NH:18][C:19](=[O:35])[CH2:20][C:21]3[CH:26]=[CH:25][CH:24]=[C:23]([OH:27])[CH:22]=3)=[O:17])=[CH:11][C:10]=2[F:36])[CH:5]=[CH:4][N:3]=1, predict the reactants needed to synthesize it. The reactants are: [NH2:1][C:2]1[CH:7]=[C:6]([O:8][C:9]2[CH:14]=[CH:13][C:12]([NH:15][C:16]([NH:18][C:19](=[O:35])[CH2:20][C:21]3[CH:26]=[CH:25][CH:24]=[C:23]([O:27]CC4C=CC=CC=4)[CH:22]=3)=[O:17])=[CH:11][C:10]=2[F:36])[CH:5]=[CH:4][N:3]=1. (6) Given the product [C:16]([O:20][C:21]([N:23]1[CH:24]([CH2:30][CH3:31])[CH2:25][C:26](=[O:29])[CH2:27][CH:28]1[CH2:4][CH3:3])=[O:22])([CH3:19])([CH3:18])[CH3:17], predict the reactants needed to synthesize it. The reactants are: N#N.[CH3:3][CH2:4][Mg+].[Br-].B(F)(F)F.CCOCC.[C:16]([O:20][C:21]([N:23]1[CH:28]=[CH:27][C:26](=[O:29])[CH2:25][CH:24]1[CH2:30][CH3:31])=[O:22])([CH3:19])([CH3:18])[CH3:17].